The task is: Predict the reactants needed to synthesize the given product.. This data is from Full USPTO retrosynthesis dataset with 1.9M reactions from patents (1976-2016). (1) Given the product [NH2:14][C:8]1[CH:7]=[C:6]([S:3]([NH:2][CH3:1])(=[O:4])=[O:5])[CH:11]=[CH:10][C:9]=1[S:12][CH3:13], predict the reactants needed to synthesize it. The reactants are: [CH3:1][NH:2][S:3]([C:6]1[CH:11]=[CH:10][C:9]([S:12][CH3:13])=[C:8]([N+:14]([O-])=O)[CH:7]=1)(=[O:5])=[O:4]. (2) Given the product [Cl:1][C:2]1[CH:3]=[CH:4][C:5]([C@H:8]2[NH:13][C@@H:12]([C@@H:14]([O:16][C:43](=[O:44])[C:42]3[CH:41]=[CH:40][C:39]([N+:36]([O-:38])=[O:37])=[CH:47][CH:46]=3)[CH3:15])[CH2:11][O:10][CH2:9]2)=[CH:6][CH:7]=1, predict the reactants needed to synthesize it. The reactants are: [Cl:1][C:2]1[CH:7]=[CH:6][C:5]([C@H:8]2[NH:13][C@@H:12]([C@H:14]([OH:16])[CH3:15])[CH2:11][O:10][CH2:9]2)=[CH:4][CH:3]=1.C1(P(C2C=CC=CC=2)C2C=CC=CC=2)C=CC=CC=1.[N+:36]([C:39]1[CH:47]=[CH:46][C:42]([C:43](O)=[O:44])=[CH:41][CH:40]=1)([O-:38])=[O:37].N(C(OC(C)C)=O)=NC(OC(C)C)=O. (3) Given the product [Cl:20][CH2:1][C:2]1[N:3]=[C:4]([C:8]2[CH:13]=[CH:12][C:11]([CH:14]([CH3:16])[CH3:15])=[CH:10][CH:9]=2)[O:5][C:6]=1[CH3:7], predict the reactants needed to synthesize it. The reactants are: [CH3:1][C:2]1[N+:3]([O-])=[C:4]([C:8]2[CH:13]=[CH:12][C:11]([CH:14]([CH3:16])[CH3:15])=[CH:10][CH:9]=2)[O:5][C:6]=1[CH3:7].P(Cl)(Cl)([Cl:20])=O.N. (4) Given the product [CH2:24]([S:31][CH:32]([CH:35]([O:36][CH3:37])[O:38][CH3:39])[CH2:33][NH:34][C:21]([C:5]1[NH:6][C:7]2[C:3]([CH:4]=1)=[C:2]([CH3:1])[CH:10]=[CH:9][C:8]=2[N:11]([CH3:20])[S:12]([C:15]1[S:16][CH:17]=[CH:18][CH:19]=1)(=[O:13])=[O:14])=[O:22])[C:25]1[CH:30]=[CH:29][CH:28]=[CH:27][CH:26]=1, predict the reactants needed to synthesize it. The reactants are: [CH3:1][C:2]1[CH:10]=[CH:9][C:8]([N:11]([CH3:20])[S:12]([C:15]2[S:16][CH:17]=[CH:18][CH:19]=2)(=[O:14])=[O:13])=[C:7]2[C:3]=1[CH:4]=[C:5]([C:21](O)=[O:22])[NH:6]2.[CH2:24]([S:31][CH:32]([CH:35]([O:38][CH3:39])[O:36][CH3:37])[CH2:33][NH2:34])[C:25]1[CH:30]=[CH:29][CH:28]=[CH:27][CH:26]=1.C(N(C(C)C)C(C)C)C.F[P-](F)(F)(F)(F)F.N1(OC(N(C)C)=[N+](C)C)C2N=CC=CC=2N=N1. (5) Given the product [OH:10][CH:9]1[O:11][C@H:13]2[CH2:14][C:3]([CH:4]=[O:5])=[CH:2][C@H:12]2[CH2:8]1, predict the reactants needed to synthesize it. The reactants are: C(=O)[CH2:2][CH2:3][CH:4]=[O:5].N1[CH2:14][CH2:13][CH2:12][C@H:8]1[C:9]([OH:11])=[O:10].COC(C)(C)C. (6) Given the product [C:12]([C:16]1[CH:20]=[C:19]([NH2:21])[N:18]([C:2]2[CH:7]=[CH:6][C:5]([O:8][CH3:9])=[C:4]([O:10][CH3:11])[CH:3]=2)[N:17]=1)([CH3:15])([CH3:14])[CH3:13], predict the reactants needed to synthesize it. The reactants are: I[C:2]1[CH:7]=[CH:6][C:5]([O:8][CH3:9])=[C:4]([O:10][CH3:11])[CH:3]=1.[C:12]([C:16]1[CH:20]=[C:19]([NH2:21])[NH:18][N:17]=1)([CH3:15])([CH3:14])[CH3:13].CN[C@@H]1CCCC[C@H]1NC.C(=O)([O-])[O-].[K+].[K+].N#N.CCCC(C)C.